From a dataset of Forward reaction prediction with 1.9M reactions from USPTO patents (1976-2016). Predict the product of the given reaction. (1) Given the reactants [C:1]1(=[C:7]([C:23]2[CH:28]=[CH:27][C:26]([OH:29])=[CH:25][CH:24]=2)[C:8]2[CH:13]=[CH:12][C:11](/[CH:14]=[CH:15]/[C:16]([O:18]C(C)(C)C)=[O:17])=[CH:10][CH:9]=2)[CH2:6][CH2:5][CH2:4][CH2:3][CH2:2]1.FC(F)(F)C(O)=O.O, predict the reaction product. The product is: [C:1]1(=[C:7]([C:23]2[CH:28]=[CH:27][C:26]([OH:29])=[CH:25][CH:24]=2)[C:8]2[CH:13]=[CH:12][C:11](/[CH:14]=[CH:15]/[C:16]([OH:18])=[O:17])=[CH:10][CH:9]=2)[CH2:6][CH2:5][CH2:4][CH2:3][CH2:2]1. (2) Given the reactants [Br:1][C:2]1[C:3]([O:9][CH3:10])=[C:4]([CH:6]=[CH:7][CH:8]=1)[NH2:5].[ClH:11], predict the reaction product. The product is: [ClH:11].[Br:1][C:2]1[C:3]([O:9][CH3:10])=[C:4]([CH:6]=[CH:7][CH:8]=1)[NH2:5]. (3) Given the reactants [C:1]([CH2:3][N:4]1[CH2:9][C@@H:8]([CH3:10])[N:7]([C:11]([O:13][C:14]([CH3:17])([CH3:16])[CH3:15])=[O:12])[C@@H:6]([CH3:18])[CH2:5]1)#[N:2], predict the reaction product. The product is: [NH2:2][CH2:1][CH2:3][N:4]1[CH2:9][C@@H:8]([CH3:10])[N:7]([C:11]([O:13][C:14]([CH3:15])([CH3:17])[CH3:16])=[O:12])[C@@H:6]([CH3:18])[CH2:5]1. (4) Given the reactants [F:1][C:2]1[CH:3]=[C:4]([CH:8]=[CH:9][CH:10]=1)[C:5](Cl)=[O:6].[CH3:11][C:12]1[NH:13][C:14]2[CH:20]=[CH:19][CH:18]=[CH:17][C:15]=2[N:16]=1.C(N(CC)CC)C.N1CCOCC1, predict the reaction product. The product is: [F:1][C:2]1[CH:3]=[C:4]([C:5](=[O:6])[CH:11]=[C:12]2[NH:16][C:15]3[CH:17]=[CH:18][CH:19]=[CH:20][C:14]=3[NH:13]2)[CH:8]=[CH:9][CH:10]=1. (5) Given the reactants FC(F)(F)S(O[C:7]1[CH2:8][CH2:9][N:10]([C:13]([O:15][C:16]([CH3:19])([CH3:18])[CH3:17])=[O:14])[CH2:11][CH:12]=1)(=O)=O.[F:22][C:23]([F:35])([F:34])[O:24][C:25]1[CH:30]=[CH:29][C:28](B(O)O)=[CH:27][CH:26]=1.C([O-])([O-])=O.[Na+].[Na+], predict the reaction product. The product is: [F:22][C:23]([F:34])([F:35])[O:24][C:25]1[CH:30]=[CH:29][C:28]([C:7]2[CH2:8][CH2:9][N:10]([C:13]([O:15][C:16]([CH3:17])([CH3:18])[CH3:19])=[O:14])[CH2:11][CH:12]=2)=[CH:27][CH:26]=1. (6) Given the reactants [N+:1]([C:4]1[CH:5]=[C:6]([N:10]2[N:14]=[CH:13][CH:12]=[N:11]2)[CH:7]=[CH:8][CH:9]=1)([O-])=O, predict the reaction product. The product is: [N:11]1[N:10]([C:6]2[CH:5]=[C:4]([CH:9]=[CH:8][CH:7]=2)[NH2:1])[N:14]=[CH:13][CH:12]=1. (7) The product is: [CH:25]1([CH2:24][N:19]2[C:20](=[O:23])[CH2:21][CH2:22][C@H:16]([NH:15][C:14]([C@@H:9]([NH:8][C:43]([C:35]3[O:34][C:38]4[CH:39]=[CH:40][CH:41]=[CH:42][C:37]=4[CH:36]=3)=[O:45])[CH2:10][CH:11]([CH3:13])[CH3:12])=[O:32])[C@@H:17]([OH:31])[CH2:18]2)[CH2:26][CH2:27][CH2:28][CH2:29][CH2:30]1. Given the reactants Cl.C(OC(=O)[NH:8][C@H:9]([C:14](=[O:32])[NH:15][CH:16]1[CH2:22][CH2:21][C:20](=[O:23])[N:19]([CH2:24][CH:25]2[CH2:30][CH2:29][CH2:28][CH2:27][CH2:26]2)[CH2:18][CH:17]1[OH:31])[CH2:10][CH:11]([CH3:13])[CH3:12])(C)(C)C.[O:34]1[C:38]2[CH:39]=[CH:40][CH:41]=[CH:42][C:37]=2[CH:36]=[C:35]1[C:43]([OH:45])=O.ON1C2C=CC=CC=2N=N1.CCN=C=NCCCN(C)C.Cl.C(N(CC)C(C)C)(C)C, predict the reaction product.